Dataset: Catalyst prediction with 721,799 reactions and 888 catalyst types from USPTO. Task: Predict which catalyst facilitates the given reaction. (1) Reactant: [C:1]([O:5][C:6]([N:8]1[CH2:13][CH2:12][N:11]([CH2:14][C:15]2[CH:20]=[CH:19][C:18]([N+:21]([O-])=O)=[CH:17][CH:16]=2)[CH2:10][CH2:9]1)=[O:7])([CH3:4])([CH3:3])[CH3:2].O.O.[Sn](Cl)(Cl)(Cl)Cl.C(=O)(O)[O-].[Na+]. Product: [C:1]([O:5][C:6]([N:8]1[CH2:9][CH2:10][N:11]([CH2:14][C:15]2[CH:16]=[CH:17][C:18]([NH2:21])=[CH:19][CH:20]=2)[CH2:12][CH2:13]1)=[O:7])([CH3:4])([CH3:2])[CH3:3]. The catalyst class is: 13. (2) Reactant: [CH3:1][N:2]([CH3:19])[C:3]1[CH:8]=[C:7]([B:9]2[O:13][C:12]([CH3:15])([CH3:14])[C:11]([CH3:17])([CH3:16])[O:10]2)[CH:6]=[C:5]([NH2:18])[CH:4]=1.[CH3:20][S:21](Cl)(=[O:23])=[O:22]. Product: [CH3:19][N:2]([CH3:1])[C:3]1[CH:4]=[C:5]([NH:18][S:21]([CH3:20])(=[O:23])=[O:22])[CH:6]=[C:7]([B:9]2[O:10][C:11]([CH3:17])([CH3:16])[C:12]([CH3:14])([CH3:15])[O:13]2)[CH:8]=1. The catalyst class is: 17. (3) Reactant: C(N(CC)CC)C.[CH3:8][S:9](Cl)(=[O:11])=[O:10].[OH:13][CH2:14][C:15]1[N:20]=[C:19]([C:21]([N:23]([O:25][CH3:26])[CH3:24])=[O:22])[CH:18]=[CH:17][CH:16]=1.C(=O)([O-])O.[Na+]. Product: [CH3:8][S:9]([O:13][CH2:14][C:15]1[CH:16]=[CH:17][CH:18]=[C:19]([C:21](=[O:22])[N:23]([O:25][CH3:26])[CH3:24])[N:20]=1)(=[O:11])=[O:10]. The catalyst class is: 4. (4) Reactant: [N:1]1([CH2:6][C:7]2[CH:12]=[CH:11][C:10]([C:13]3[N:14]=[N:15][N:16]([CH2:18][C:19]4[CH:24]=[CH:23][C:22]([CH:25]=[CH:26][C:27](O)=[O:28])=[CH:21][CH:20]=4)[CH:17]=3)=[CH:9][CH:8]=2)[CH2:5][CH2:4][CH2:3][CH2:2]1.CCN(C(C)C)C(C)C.CCN=C=NCCCN(C)C.Cl.C1C=CC2N(O)N=NC=2C=1.Cl.[O:62]1[CH2:67][CH2:66][CH2:65][CH2:64][CH:63]1[O:68][NH2:69]. Product: [N:1]1([CH2:6][C:7]2[CH:8]=[CH:9][C:10]([C:13]3[N:14]=[N:15][N:16]([CH2:18][C:19]4[CH:20]=[CH:21][C:22]([CH:25]=[CH:26][C:27]([NH:69][O:68][CH:63]5[CH2:64][CH2:65][CH2:66][CH2:67][O:62]5)=[O:28])=[CH:23][CH:24]=4)[CH:17]=3)=[CH:11][CH:12]=2)[CH2:5][CH2:4][CH2:3][CH2:2]1. The catalyst class is: 39. (5) Reactant: [NH2:1][C@@H:2]1[CH2:7][CH2:6][C@H:5]([N:8]2[C:13](=[O:14])[C:12]3[CH:15]=[C:16]([F:19])[CH:17]=[N:18][C:11]=3[N:10]([C:20]3[CH:21]=[C:22]([C:26]4[CH:31]=[CH:30][C:29]([OH:32])=[CH:28][C:27]=4[CH2:33][N:34]4[CH2:39][CH2:38][O:37][CH2:36][CH2:35]4)[CH:23]=[CH:24][CH:25]=3)[C:9]2=[O:40])[CH2:4][CH2:3]1.[F:41][C:42]1[CH:43]=[CH:44][C:45]2[N:46]([CH:48]=[C:49]([CH:51]=O)[N:50]=2)[CH:47]=1.C(O[BH-](OC(=O)C)OC(=O)C)(=O)C.[Na+]. Product: [F:19][C:16]1[CH:17]=[N:18][C:11]2[N:10]([C:20]3[CH:21]=[C:22]([C:26]4[CH:31]=[CH:30][C:29]([OH:32])=[CH:28][C:27]=4[CH2:33][N:34]4[CH2:39][CH2:38][O:37][CH2:36][CH2:35]4)[CH:23]=[CH:24][CH:25]=3)[C:9](=[O:40])[N:8]([C@H:5]3[CH2:6][CH2:7][C@@H:2]([NH:1][CH2:51][C:49]4[N:50]=[C:45]5[CH:44]=[CH:43][C:42]([F:41])=[CH:47][N:46]5[CH:48]=4)[CH2:3][CH2:4]3)[C:13](=[O:14])[C:12]=2[CH:15]=1. The catalyst class is: 2. (6) Reactant: [OH:1][C:2]1[CH:3]=[CH:4][C:5]2[S:10][C:9]([C:11]3[CH:16]=[CH:15][CH:14]=[CH:13][N:12]=3)=[N:8][C:7](=[O:17])[C:6]=2[CH:18]=1.[CH2:19](Br)[C:20]1[CH:25]=[CH:24][CH:23]=[CH:22][CH:21]=1.C(=O)([O-])[O-].[K+].[K+].CN(C=O)C. Product: [CH2:19]([O:1][C:2]1[CH:3]=[CH:4][C:5]2[S:10][C:9]([C:11]3[CH:16]=[CH:15][CH:14]=[CH:13][N:12]=3)=[N:8][C:7](=[O:17])[C:6]=2[CH:18]=1)[C:20]1[CH:25]=[CH:24][CH:23]=[CH:22][CH:21]=1. The catalyst class is: 6. (7) Reactant: [CH:1]1[C:13]2[NH:12][C:11]3[C:6](=[CH:7][CH:8]=[CH:9][CH:10]=3)[C:5]=2[CH:4]=[CH:3][CH:2]=1.[OH-].[K+].[CH2:16]([C@H:18]1[O:20][CH2:19]1)Cl. Product: [O:20]1[CH2:19][C@H:18]1[CH2:16][N:12]1[C:11]2[CH:10]=[CH:9][CH:8]=[CH:7][C:6]=2[C:5]2[C:13]1=[CH:1][CH:2]=[CH:3][CH:4]=2. The catalyst class is: 9. (8) Product: [C:29]([C:26]1[CH:25]=[CH:24][C:23]([O:22][CH:16]([CH2:15][C:12]2[CH:11]=[CH:10][C:9]([OH:8])=[CH:14][CH:13]=2)[C:17]([O:19][CH2:20][CH3:21])=[O:18])=[CH:28][CH:27]=1)#[N:30]. The catalyst class is: 45. Reactant: C([O:8][C:9]1[CH:14]=[CH:13][C:12]([CH2:15][CH:16]([O:22][C:23]2[CH:28]=[CH:27][C:26]([C:29]#[N:30])=[CH:25][CH:24]=2)[C:17]([O:19][CH2:20][CH3:21])=[O:18])=[CH:11][CH:10]=1)C1C=CC=CC=1. (9) Reactant: [O:1]=[C:2]1[CH2:8][O:7][CH2:6][CH2:5][N:4]([C:9]([O:11][C:12]([CH3:15])([CH3:14])[CH3:13])=[O:10])[CH2:3]1.[Cl:16][C:17]1[CH:18]=[C:19]([Mg]Br)[CH:20]=[CH:21][C:22]=1[Cl:23].C1COCC1.O. Product: [Cl:16][C:17]1[CH:18]=[C:19]([C:2]2([OH:1])[CH2:8][O:7][CH2:6][CH2:5][N:4]([C:9]([O:11][C:12]([CH3:15])([CH3:14])[CH3:13])=[O:10])[CH2:3]2)[CH:20]=[CH:21][C:22]=1[Cl:23]. The catalyst class is: 1.